This data is from Reaction yield outcomes from USPTO patents with 853,638 reactions. The task is: Predict the reaction yield, written as a fraction of the theoretical maximum amount of product (1.0 means a 100% yield; for example, 0.34 means a 34% yield). (1) The reactants are [CH2:1]([NH:3][C:4]1[C:13]([CH2:14]O)=[CH:12][C:11]2[C:6](=[CH:7][CH:8]=[C:9]([CH3:16])[CH:10]=2)[N:5]=1)[CH3:2].S(Cl)([Cl:19])=O. The catalyst is C(Cl)Cl. The product is [ClH:19].[Cl:19][CH2:14][C:13]1[C:4]([NH:3][CH2:1][CH3:2])=[N:5][C:6]2[C:11]([CH:12]=1)=[CH:10][C:9]([CH3:16])=[CH:8][CH:7]=2. The yield is 0.900. (2) The yield is 0.570. The product is [NH2:2][C:1]1[N:16]([CH2:17][C:18]([OH:21])([CH3:19])[CH3:20])[C:14]2[N:15]=[C:10]([Cl:9])[N:11]=[CH:12][C:13]=2[C:22](=[O:23])[C:3]=1[C:4]([NH2:6])=[O:5]. The catalyst is CN(C=O)C.O. The reactants are [C:1]([CH2:3][C:4]([NH2:6])=[O:5])#[N:2].[H-].[Na+].[Cl:9][C:10]1[N:15]=[C:14]([NH:16][CH2:17][C:18]([OH:21])([CH3:20])[CH3:19])[C:13]([C:22](F)=[O:23])=[CH:12][N:11]=1.Cl. (3) The reactants are [F:1][C:2]1[CH:7]=[C:6](I)[CH:5]=[CH:4][C:3]=1[N:9]1[CH:14]=[C:13]([O:15][CH3:16])[C:12](=[O:17])[C:11]([C:18]2[N:22]([C:23]3[CH:28]=[CH:27][CH:26]=[CH:25][CH:24]=3)[N:21]=[CH:20][CH:19]=2)=[N:10]1.[C:29]([N:33]1[CH2:37][CH2:36][NH:35][C:34]1=[O:38])([CH3:32])([CH3:31])[CH3:30].N[C@@H]1CCCC[C@H]1N.[O-]P([O-])([O-])=O.[K+].[K+].[K+]. The yield is 0.390. The product is [C:29]([N:33]1[CH2:37][CH2:36][N:35]([C:6]2[CH:5]=[CH:4][C:3]([N:9]3[CH:14]=[C:13]([O:15][CH3:16])[C:12](=[O:17])[C:11]([C:18]4[N:22]([C:23]5[CH:28]=[CH:27][CH:26]=[CH:25][CH:24]=5)[N:21]=[CH:20][CH:19]=4)=[N:10]3)=[C:2]([F:1])[CH:7]=2)[C:34]1=[O:38])([CH3:32])([CH3:31])[CH3:30]. The catalyst is C1(C)C=CC=CC=1.[Cu]I. (4) The reactants are Br[C:2]1[S:3][CH:4]=[C:5]([C:7]([O:9][CH2:10][CH3:11])=[O:8])[N:6]=1.[F:12][C:13]1[CH:18]=[CH:17][CH:16]=[C:15]([F:19])[C:14]=1B1OC(C)(C)C(C)(C)O1.CCN(C(C)C)C(C)C. The catalyst is CC(C)([P](C(C)(C)C)([Pd][P](C(C)(C)C)(C(C)(C)C)C(C)(C)C)C(C)(C)C)C. The product is [F:12][C:13]1[CH:18]=[CH:17][CH:16]=[C:15]([F:19])[C:14]=1[C:2]1[S:3][CH:4]=[C:5]([C:7]([O:9][CH2:10][CH3:11])=[O:8])[N:6]=1. The yield is 0.750. (5) The reactants are Br[C:2]1[CH:3]=[N:4][CH:5]=[C:6]([N+:9]([O-:11])=[O:10])[C:7]=1[NH2:8].[N:12]1[CH:17]=[CH:16][CH:15]=[C:14](B(O)O)[CH:13]=1.C([O-])([O-])=O.[Na+].[Na+]. The catalyst is Cl[Pd](Cl)([P](C1C=CC=CC=1)(C1C=CC=CC=1)C1C=CC=CC=1)[P](C1C=CC=CC=1)(C1C=CC=CC=1)C1C=CC=CC=1.O1CCOCC1. The product is [N+:9]([C:6]1[C:7]([NH2:8])=[C:2]([C:14]2[CH:13]=[N:12][CH:17]=[CH:16][CH:15]=2)[CH:3]=[N:4][CH:5]=1)([O-:11])=[O:10]. The yield is 0.870. (6) The reactants are [CH3:1][C:2]1[N:3]=[C:4]2[CH:9]=[CH:8][C:7]([NH:10][C:11]([C:13]3[CH:14]=[CH:15][C:16]([C:19]4[CH2:24][CH2:23][N:22]([C:25]([O:27][C:28]([CH3:31])([CH3:30])[CH3:29])=[O:26])[CH2:21][CH:20]=4)=[N:17][CH:18]=3)=[O:12])=[CH:6][N:5]2[CH:32]=1. The catalyst is CO.O1CCCC1.[Pd]. The product is [CH3:1][C:2]1[N:3]=[C:4]2[CH:9]=[CH:8][C:7]([NH:10][C:11]([C:13]3[CH:14]=[CH:15][C:16]([CH:19]4[CH2:20][CH2:21][N:22]([C:25]([O:27][C:28]([CH3:30])([CH3:29])[CH3:31])=[O:26])[CH2:23][CH2:24]4)=[N:17][CH:18]=3)=[O:12])=[CH:6][N:5]2[CH:32]=1. The yield is 0.696. (7) The reactants are C[O:2][C:3](=[O:22])[CH2:4][CH2:5][O:6][C:7]1[CH:12]=[CH:11][C:10]([O:13][CH2:14][C:15]2[CH:20]=[CH:19][CH:18]=[C:17]([F:21])[CH:16]=2)=[CH:9][CH:8]=1. The catalyst is O1CCCC1.Cl. The product is [F:21][C:17]1[CH:16]=[C:15]([CH:20]=[CH:19][CH:18]=1)[CH2:14][O:13][C:10]1[CH:9]=[CH:8][C:7]([O:6][CH2:5][CH2:4][C:3]([OH:22])=[O:2])=[CH:12][CH:11]=1. The yield is 0.300. (8) The reactants are I[CH2:2][CH:3]1[CH2:7][C:6]2[CH:8]=[CH:9][CH:10]=[CH:11][C:5]=2[O:4]1.C(=O)([O-])[O-].[K+].[K+].[NH:18]1[CH2:23][CH2:22][NH:21][CH2:20][CH2:19]1. The catalyst is C(#N)C. The product is [O:4]1[C:5]2[CH:11]=[CH:10][CH:9]=[CH:8][C:6]=2[CH2:7][CH:3]1[CH2:2][N:18]1[CH2:23][CH2:22][NH:21][CH2:20][CH2:19]1. The yield is 0.540.